Task: Regression/Classification. Given a drug SMILES string, predict its toxicity properties. Task type varies by dataset: regression for continuous values (e.g., LD50, hERG inhibition percentage) or binary classification for toxic/non-toxic outcomes (e.g., AMES mutagenicity, cardiotoxicity, hepatotoxicity). Dataset: ames.. Dataset: Ames mutagenicity test results for genotoxicity prediction (1) The molecule is CC(=O)OCc1c(O)cc2c(c1O)C(=O)c1ccccc1C2=O. The result is 1 (mutagenic). (2) The result is 1 (mutagenic). The compound is CN=[N+](C)[O-]. (3) The drug is Cc1ccc2nc3ccc(C)cc3c(N)c2c1. The result is 1 (mutagenic). (4) The compound is CC(=O)Nc1ccnc2ccccc12. The result is 0 (non-mutagenic). (5) The compound is Cc1ccc(C#N)cc1. The result is 0 (non-mutagenic). (6) The drug is Cc1cc2ccccc2cc1[N+](=O)[O-]. The result is 0 (non-mutagenic). (7) The compound is CC1=NCCc2c1[nH]c1cc(O)ccc21. The result is 0 (non-mutagenic). (8) The drug is COP(C)(=O)OC. The result is 0 (non-mutagenic). (9) The compound is Cc1ccc2cc3c(ccc4ccccc43)c3c2c1C[C@@H]3O. The result is 1 (mutagenic).